The task is: Predict the product of the given reaction.. This data is from Forward reaction prediction with 1.9M reactions from USPTO patents (1976-2016). The product is: [O:13]=[C:14]1[NH:12][C:11]2[CH:10]=[CH:9][CH:8]=[C:3]([C:4]([O:6][CH3:7])=[O:5])[C:2]=2[NH:1]1. Given the reactants [NH2:1][C:2]1[C:11]([NH2:12])=[CH:10][CH:9]=[CH:8][C:3]=1[C:4]([O:6][CH3:7])=[O:5].[O:13]1CCC[CH2:14]1, predict the reaction product.